From a dataset of Full USPTO retrosynthesis dataset with 1.9M reactions from patents (1976-2016). Predict the reactants needed to synthesize the given product. (1) Given the product [C@@H:16]12[NH:9][CH2:10][C@@H:11]1[CH2:12][CH2:13][N:14]([C:17]([O:19][C:20]([CH3:23])([CH3:22])[CH3:21])=[O:18])[CH2:15]2, predict the reactants needed to synthesize it. The reactants are: C1([C@@H]([N:9]2[C@@H:16]3[C@@H:11]([CH2:12][CH2:13][N:14]([C:17]([O:19][C:20]([CH3:23])([CH3:22])[CH3:21])=[O:18])[CH2:15]3)[CH2:10]2)C)C=CC=CC=1.CC(O)=O.[H][H]. (2) Given the product [C:1]1([C:7]2[N:8]=[CH:9][N:10]([C:12]([C:13]3[CH:18]=[CH:17][CH:16]=[CH:15][CH:14]=3)([C:25]3[CH:26]=[CH:27][CH:28]=[CH:29][CH:30]=3)[C:19]3[CH:20]=[CH:21][CH:22]=[CH:23][CH:24]=3)[CH:11]=2)[CH:2]=[CH:3][CH:4]=[CH:5][CH:6]=1, predict the reactants needed to synthesize it. The reactants are: [C:1]1([C:7]2[N:8]=[CH:9][NH:10][CH:11]=2)[CH:6]=[CH:5][CH:4]=[CH:3][CH:2]=1.[C:12](Cl)([C:25]1[CH:30]=[CH:29][CH:28]=[CH:27][CH:26]=1)([C:19]1[CH:24]=[CH:23][CH:22]=[CH:21][CH:20]=1)[C:13]1[CH:18]=[CH:17][CH:16]=[CH:15][CH:14]=1.O. (3) Given the product [BrH:19].[C:29]([C:27]1[CH:28]=[C:23]([C:21](=[O:22])[CH2:20][NH:1][CH2:2][C:3]2[CH:8]=[CH:7][CH:6]=[CH:5][N:4]=2)[CH:24]=[C:25]([C:34]([CH3:37])([CH3:36])[CH3:35])[C:26]=1[OH:33])([CH3:32])([CH3:30])[CH3:31], predict the reactants needed to synthesize it. The reactants are: [NH2:1][CH2:2][C:3]1[CH:8]=[CH:7][CH:6]=[CH:5][N:4]=1.C[Si](C)(C)N[Si](C)(C)C.[Li].[Br:19][CH2:20][C:21]([C:23]1[CH:28]=[C:27]([C:29]([CH3:32])([CH3:31])[CH3:30])[C:26]([OH:33])=[C:25]([C:34]([CH3:37])([CH3:36])[CH3:35])[CH:24]=1)=[O:22].[Br-]. (4) Given the product [CH2:20]([NH:19][C:14]1[CH:13]=[C:12]2[C:17]([CH:18]=[C:9]([C:6]3[C:5]([F:24])=[CH:4][N:3]=[C:2]([NH:1][S:35]([CH2:32][CH2:33][CH3:34])(=[O:37])=[O:36])[C:7]=3[F:8])[C:10](=[O:23])[N:11]2[CH3:22])=[CH:16][N:15]=1)[CH3:21], predict the reactants needed to synthesize it. The reactants are: [NH2:1][C:2]1[C:7]([F:8])=[C:6]([C:9]2[C:10](=[O:23])[N:11]([CH3:22])[C:12]3[C:17]([CH:18]=2)=[CH:16][N:15]=[C:14]([NH:19][CH2:20][CH3:21])[CH:13]=3)[C:5]([F:24])=[CH:4][N:3]=1.C(N(CC)CC)C.[CH2:32]([S:35](Cl)(=[O:37])=[O:36])[CH2:33][CH3:34].C(=O)(O)[O-].[Na+]. (5) Given the product [CH2:39]([N:3]1[C:2](=[O:1])[CH2:7][O:6][C:5]2[N:8]=[C:9]([C:18]3[CH:23]=[CH:22][C:21]([C:24]4([NH:28][C:29](=[O:35])[O:30][C:31]([CH3:32])([CH3:34])[CH3:33])[CH2:25][CH2:26][CH2:27]4)=[CH:20][CH:19]=3)[C:10]([C:12]3[CH:13]=[CH:14][CH:15]=[CH:16][CH:17]=3)=[CH:11][C:4]1=2)[CH3:40], predict the reactants needed to synthesize it. The reactants are: [O:1]=[C:2]1[CH2:7][O:6][C:5]2[N:8]=[C:9]([C:18]3[CH:23]=[CH:22][C:21]([C:24]4([NH:28][C:29](=[O:35])[O:30][C:31]([CH3:34])([CH3:33])[CH3:32])[CH2:27][CH2:26][CH2:25]4)=[CH:20][CH:19]=3)[C:10]([C:12]3[CH:17]=[CH:16][CH:15]=[CH:14][CH:13]=3)=[CH:11][C:4]=2[NH:3]1.[H-].[Na+].I[CH2:39][CH3:40].